This data is from Full USPTO retrosynthesis dataset with 1.9M reactions from patents (1976-2016). The task is: Predict the reactants needed to synthesize the given product. (1) Given the product [CH2:27]([C:29]1[CH:34]=[CH:33][CH:32]=[C:31]([CH3:35])[C:30]=1[NH:36][C:37]([NH:39][C:2]([NH:1][CH2:4][C:5]1[CH:10]=[CH:9][CH:8]=[C:7]([C:11]2[N:15]=[CH:14][N:13]([C:16]3[CH:21]=[CH:20][C:19]([O:22][C:23]([F:25])([F:24])[F:26])=[CH:18][CH:17]=3)[N:12]=2)[CH:6]=1)=[O:3])=[S:38])[CH3:28], predict the reactants needed to synthesize it. The reactants are: [N:1]([CH2:4][C:5]1[CH:6]=[C:7]([C:11]2[N:15]=[CH:14][N:13]([C:16]3[CH:21]=[CH:20][C:19]([O:22][C:23]([F:26])([F:25])[F:24])=[CH:18][CH:17]=3)[N:12]=2)[CH:8]=[CH:9][CH:10]=1)=[C:2]=[O:3].[CH2:27]([C:29]1[CH:34]=[CH:33][CH:32]=[C:31]([CH3:35])[C:30]=1[NH:36][C:37]([NH2:39])=[S:38])[CH3:28]. (2) Given the product [CH:1]1([C:7]([C:9]2[O:10][C:11]3[CH:18]=[CH:17][C:16]([O:19][CH:39]4[CH2:44][CH2:43][O:42][CH2:41][CH2:40]4)=[CH:15][C:12]=3[C:13]=2[CH3:14])=[O:8])[CH2:2][CH2:3][CH2:4][CH2:5][CH2:6]1, predict the reactants needed to synthesize it. The reactants are: [CH:1]1([C:7]([C:9]2[O:10][C:11]3[CH:18]=[CH:17][C:16]([OH:19])=[CH:15][C:12]=3[C:13]=2[CH3:14])=[O:8])[CH2:6][CH2:5][CH2:4][CH2:3][CH2:2]1.P([O-])([O-])([O-])=O.[K+].[K+].[K+].CC1C=CC(S(O[CH:39]2[CH2:44][CH2:43][O:42][CH2:41][CH2:40]2)(=O)=O)=CC=1.O. (3) Given the product [C:20]([C:17]1[N:18]([CH3:19])[C:14]([C:10]2[C:9]([F:22])=[CH:8][C:7]([NH:6][S:2]([CH3:1])(=[O:4])=[O:3])=[CH:12][C:11]=2[F:13])=[CH:15][CH:16]=1)#[N:21], predict the reactants needed to synthesize it. The reactants are: [CH3:1][S:2](Cl)(=[O:4])=[O:3].[NH2:6][C:7]1[CH:12]=[C:11]([F:13])[C:10]([C:14]2[N:18]([CH3:19])[C:17]([C:20]#[N:21])=[CH:16][CH:15]=2)=[C:9]([F:22])[CH:8]=1.Cl. (4) Given the product [C:1]([C:5]1[O:9][N:8]=[C:7]([NH:10][C:11]([NH:13][C:14]2[CH:19]=[CH:18][CH:17]=[C:16]([S:20][C:28]3[C:37]4[C:32](=[CH:33][C:34]([O:45][CH3:46])=[C:35]([O:38][CH2:39][CH2:40][S:41]([CH3:44])(=[O:42])=[O:43])[CH:36]=4)[N:31]=[CH:30][N:29]=3)[CH:15]=2)=[O:12])[CH:6]=1)([CH3:4])([CH3:2])[CH3:3], predict the reactants needed to synthesize it. The reactants are: [C:1]([C:5]1[O:9][N:8]=[C:7]([NH:10][C:11]([NH:13][C:14]2[CH:19]=[CH:18][CH:17]=[C:16]([SH:20])[CH:15]=2)=[O:12])[CH:6]=1)([CH3:4])([CH3:3])[CH3:2].C(=O)([O-])[O-].[Cs+].[Cs+].Cl[C:28]1[C:37]2[C:32](=[CH:33][C:34]([O:45][CH3:46])=[C:35]([O:38][CH2:39][CH2:40][S:41]([CH3:44])(=[O:43])=[O:42])[CH:36]=2)[N:31]=[CH:30][N:29]=1. (5) Given the product [C:1]1([C:7]2[N:12]=[C:11]([C:13]([OH:15])=[O:14])[CH:10]=[C:9]([C:17]3[CH:18]=[CH:19][CH:20]=[CH:21][CH:22]=3)[N:8]=2)[CH:2]=[CH:3][CH:4]=[CH:5][CH:6]=1, predict the reactants needed to synthesize it. The reactants are: [C:1]1([C:7]2[N:12]=[C:11]([C:13]([O:15]C)=[O:14])[CH:10]=[C:9]([C:17]3[CH:22]=[CH:21][CH:20]=[CH:19][CH:18]=3)[N:8]=2)[CH:6]=[CH:5][CH:4]=[CH:3][CH:2]=1. (6) Given the product [CH3:1][N:2]1[C:6]([C@@H:7]2[CH2:11][CH2:10][CH2:9][C@H:8]2[OH:12])=[CH:5][CH:4]=[N:3]1, predict the reactants needed to synthesize it. The reactants are: [CH3:1][N:2]1[C:6]([C@H:7]2[CH2:11][CH2:10][CH2:9][C@@H:8]2[OH:12])=[CH:5][CH:4]=[N:3]1.